Predict which catalyst facilitates the given reaction. From a dataset of Catalyst prediction with 721,799 reactions and 888 catalyst types from USPTO. (1) Reactant: C[O:2][C:3](=[O:17])[C:4]1[CH:9]=[CH:8][C:7]([CH:10]2[CH2:15][CH2:14][CH2:13][CH2:12][CH2:11]2)=[CH:6][C:5]=1[F:16].O.C(Cl)(Cl)Cl. Product: [CH:10]1([C:7]2[CH:8]=[CH:9][C:4]([C:3]([OH:17])=[O:2])=[C:5]([F:16])[CH:6]=2)[CH2:11][CH2:12][CH2:13][CH2:14][CH2:15]1. The catalyst class is: 702. (2) Reactant: C[O:2][C:3](=[O:28])[CH2:4][CH2:5][C:6]1[C:14]2[C:9](=[CH:10][CH:11]=[C:12]([O:15][CH3:16])[CH:13]=2)[N:8]([S:17]([C:20]2[CH:25]=[CH:24][C:23]([O:26][CH3:27])=[CH:22][CH:21]=2)(=[O:19])=[O:18])[CH:7]=1.[OH-].[K+]. Product: [CH3:16][O:15][C:12]1[CH:13]=[C:14]2[C:9](=[CH:10][CH:11]=1)[N:8]([S:17]([C:20]1[CH:21]=[CH:22][C:23]([O:26][CH3:27])=[CH:24][CH:25]=1)(=[O:19])=[O:18])[CH:7]=[C:6]2[CH2:5][CH2:4][C:3]([OH:28])=[O:2]. The catalyst class is: 7.